Regression. Given two drug SMILES strings and cell line genomic features, predict the synergy score measuring deviation from expected non-interaction effect. From a dataset of NCI-60 drug combinations with 297,098 pairs across 59 cell lines. (1) Drug 2: C1=CN(C=N1)CC(O)(P(=O)(O)O)P(=O)(O)O. Cell line: HCT116. Drug 1: C1C(C(OC1N2C=NC3=C(N=C(N=C32)Cl)N)CO)O. Synergy scores: CSS=33.6, Synergy_ZIP=-2.64, Synergy_Bliss=-0.000216, Synergy_Loewe=-17.4, Synergy_HSA=-2.35. (2) Drug 2: CS(=O)(=O)OCCCCOS(=O)(=O)C. Drug 1: C1=CC(=C2C(=C1NCCNCCO)C(=O)C3=C(C=CC(=C3C2=O)O)O)NCCNCCO. Synergy scores: CSS=15.4, Synergy_ZIP=-10.7, Synergy_Bliss=-0.595, Synergy_Loewe=-17.6, Synergy_HSA=0.456. Cell line: OVCAR-5. (3) Drug 1: C(=O)(N)NO. Drug 2: CCC1(C2=C(COC1=O)C(=O)N3CC4=CC5=C(C=CC(=C5CN(C)C)O)N=C4C3=C2)O.Cl. Cell line: T-47D. Synergy scores: CSS=35.8, Synergy_ZIP=3.96, Synergy_Bliss=5.02, Synergy_Loewe=-12.5, Synergy_HSA=7.66. (4) Cell line: CAKI-1. Synergy scores: CSS=46.0, Synergy_ZIP=0.450, Synergy_Bliss=-0.458, Synergy_Loewe=-32.6, Synergy_HSA=-2.80. Drug 2: CC1=C(C=C(C=C1)NC(=O)C2=CC=C(C=C2)CN3CCN(CC3)C)NC4=NC=CC(=N4)C5=CN=CC=C5. Drug 1: C1C(C(OC1N2C=NC3=C(N=C(N=C32)Cl)N)CO)O. (5) Drug 1: CC1C(C(CC(O1)OC2CC(CC3=C2C(=C4C(=C3O)C(=O)C5=C(C4=O)C(=CC=C5)OC)O)(C(=O)CO)O)N)O.Cl. Drug 2: COC1=C(C=C2C(=C1)N=CN=C2NC3=CC(=C(C=C3)F)Cl)OCCCN4CCOCC4. Cell line: SNB-19. Synergy scores: CSS=12.4, Synergy_ZIP=0.630, Synergy_Bliss=7.40, Synergy_Loewe=5.87, Synergy_HSA=6.15. (6) Drug 1: COC1=C(C=C2C(=C1)N=CN=C2NC3=CC(=C(C=C3)F)Cl)OCCCN4CCOCC4. Drug 2: N.N.Cl[Pt+2]Cl. Cell line: MDA-MB-435. Synergy scores: CSS=5.62, Synergy_ZIP=1.71, Synergy_Bliss=2.08, Synergy_Loewe=-2.75, Synergy_HSA=-2.06.